From a dataset of Forward reaction prediction with 1.9M reactions from USPTO patents (1976-2016). Predict the product of the given reaction. (1) Given the reactants [CH3:1][N:2]([CH3:18])[C:3]([C:5]([NH:10]C(=O)OC(C)(C)C)([CH2:8][CH3:9])[CH2:6][CH3:7])=[O:4].[ClH:19], predict the reaction product. The product is: [ClH:19].[NH2:10][C:5]([CH2:8][CH3:9])([CH2:6][CH3:7])[C:3]([N:2]([CH3:18])[CH3:1])=[O:4]. (2) Given the reactants [H-].[Na+].[OH:3]/[N:4]=[C:5](\[C:10]1[CH:15]=[CH:14][CH:13]=[C:12]([O:16][C:17]2[CH:22]=[CH:21][CH:20]=[CH:19][CH:18]=2)[CH:11]=1)/[C:6]([O:8]C)=[O:7].Cl[CH2:24][C:25]1[CH:44]=[CH:43][C:28]([O:29][CH2:30][C:31]2[N:32]=[C:33]([C:37]3[CH:42]=[CH:41][CH:40]=[CH:39][CH:38]=3)[O:34][C:35]=2[CH3:36])=[CH:27][CH:26]=1.Cl.C(=O)(O)[O-].[Na+], predict the reaction product. The product is: [CH3:36][C:35]1[O:34][C:33]([C:37]2[CH:38]=[CH:39][CH:40]=[CH:41][CH:42]=2)=[N:32][C:31]=1[CH2:30][O:29][C:28]1[CH:27]=[CH:26][C:25]([CH2:24][O:3]/[N:4]=[C:5](\[C:10]2[CH:15]=[CH:14][CH:13]=[C:12]([O:16][C:17]3[CH:22]=[CH:21][CH:20]=[CH:19][CH:18]=3)[CH:11]=2)/[C:6]([OH:8])=[O:7])=[CH:44][CH:43]=1.